Dataset: Catalyst prediction with 721,799 reactions and 888 catalyst types from USPTO. Task: Predict which catalyst facilitates the given reaction. (1) Reactant: [C:1]([O:5][C:6]([N:8]1[C@@H:12]([C:13]([OH:15])=[O:14])[CH2:11][O:10][C:9]1([CH3:17])[CH3:16])=[O:7])([CH3:4])([CH3:3])[CH3:2].C1(N=C=NC2CCCCC2)CCCCC1.CN(C1C=CC=CN=1)C.O[C:43]1[CH:48]=[CH:47][C:46]([C:49](=[O:51])[CH3:50])=[CH:45][CH:44]=1. Product: [C:1]([O:5][C:6]([N:8]1[C@@H:12]([C:13]([O:15][C:43]2[CH:48]=[CH:47][C:46]([C:49](=[O:51])[CH3:50])=[CH:45][CH:44]=2)=[O:14])[CH2:11][O:10][C:9]1([CH3:17])[CH3:16])=[O:7])([CH3:4])([CH3:2])[CH3:3]. The catalyst class is: 13. (2) Reactant: [NH2:1][S:2]([C:5]1[CH:6]=[CH:7][C:8]([N:11]2[C:15]([CH3:16])=[CH:14][C:13]([C:17]([OH:19])=O)=[N:12]2)=[N:9][CH:10]=1)(=[O:4])=[O:3].S(Cl)([Cl:22])=O. Product: [NH2:1][S:2]([C:5]1[CH:6]=[CH:7][C:8]([N:11]2[C:15]([CH3:16])=[CH:14][C:13]([C:17]([Cl:22])=[O:19])=[N:12]2)=[N:9][CH:10]=1)(=[O:4])=[O:3]. The catalyst class is: 3.